Dataset: Forward reaction prediction with 1.9M reactions from USPTO patents (1976-2016). Task: Predict the product of the given reaction. (1) Given the reactants COC1C=C(C2C(O)(C)OC(=O)C=2C2C(F)=CC(F)=CC=2F)C=C(OC)C=1.[F:28][C:29]1[CH:34]=[CH:33][CH:32]=[C:31]([F:35])[C:30]=1[C:36]1[C:40](O)([CH3:41])[O:39][C:38](=O)[C:37]=1[C:44]1[CH:49]=[C:48]([O:50][CH3:51])[CH:47]=[C:46]([O:52][CH3:53])[CH:45]=1.O.[NH2:55][NH2:56], predict the reaction product. The product is: [F:28][C:29]1[CH:34]=[CH:33][CH:32]=[C:31]([F:35])[C:30]=1[CH:36]1[C:40]([CH3:41])=[N:56][NH:55][C:38](=[O:39])[CH:37]1[C:44]1[CH:49]=[C:48]([O:50][CH3:51])[CH:47]=[C:46]([O:52][CH3:53])[CH:45]=1. (2) Given the reactants C([O:3][C:4](=[O:38])[C:5]([CH3:37])([O:7][C:8]1[CH:13]=[CH:12][C:11]([O:14][CH:15]([C:19]2[C:20]([CH3:35])=[N:21][C:22]([C:25]3[CH:30]=[CH:29][CH:28]=[C:27]([C:31]([F:34])([F:33])[F:32])[CH:26]=3)=[CH:23][CH:24]=2)[CH2:16][CH2:17][CH3:18])=[CH:10][C:9]=1[CH3:36])[CH3:6])C.ClC(C1C(C)=NC(C2C=CC=C(C(F)(F)F)C=2)=CC=1)CCC.ClCC1C(C)=NC(C2C=CC=C(C(F)(F)F)C=2)=CC=1, predict the reaction product. The product is: [CH3:6][C:5]([O:7][C:8]1[CH:13]=[CH:12][C:11]([O:14][CH:15]([C:19]2[C:20]([CH3:35])=[N:21][C:22]([C:25]3[CH:30]=[CH:29][CH:28]=[C:27]([C:31]([F:33])([F:32])[F:34])[CH:26]=3)=[CH:23][CH:24]=2)[CH2:16][CH2:17][CH3:18])=[CH:10][C:9]=1[CH3:36])([CH3:37])[C:4]([OH:38])=[O:3]. (3) Given the reactants Cl[CH2:2][C:3]1[CH:8]=[CH:7][C:6]([C:9]2[CH:14]=[C:13]([CH:15]([F:17])[F:16])[CH:12]=[CH:11][C:10]=2[F:18])=[C:5]([C@H:19]2[CH2:23][CH2:22][CH2:21][C:20]2([CH3:25])[CH3:24])[CH:4]=1.ClCC1C=CC(C2C=C(C(F)F)C=CC=2F)=C([C@@H]2CCCC2(C)C)C=1.CN(C=[O:55])C.S(Cl)(Cl)=O, predict the reaction product. The product is: [F:16][CH:15]([F:17])[C:13]1[CH:12]=[CH:11][C:10]([F:18])=[C:9]([C:6]2[CH:7]=[CH:8][C:3]([CH2:2][OH:55])=[CH:4][C:5]=2[CH:19]2[CH2:23][CH2:22][CH2:21][C:20]2([CH3:24])[CH3:25])[CH:14]=1. (4) Given the reactants [CH2:1](N1CCN2CCN(CC(C)C)P1N(CC(C)C)CC2)C(C)C.[I-].C[S+](C)C.[O:29]=[C:30]1[CH2:35][CH2:34][CH:33]([C:36]([O:38][CH2:39][CH3:40])=[O:37])[CH2:32][CH2:31]1, predict the reaction product. The product is: [O:29]1[C:30]2([CH2:35][CH2:34][CH:33]([C:36]([O:38][CH2:39][CH3:40])=[O:37])[CH2:32][CH2:31]2)[CH2:1]1. (5) Given the reactants [Cl:1][C:2]1[CH:3]=[C:4]([CH:32]=[CH:33][C:34]=1[F:35])[CH2:5][N:6]1[CH2:15][CH2:14][C:13]2[C:8](=[C:9]([OH:30])[C:10](=[O:29])[N:11]3[CH2:21][CH2:20][CH:19](N4CCCC4)[CH2:18][N:17]([CH3:27])[C:16](=[O:28])[C:12]3=2)[C:7]1=[O:31].Br.C(O)(=[O:39])C, predict the reaction product. The product is: [Cl:1][C:2]1[CH:3]=[C:4]([CH:32]=[CH:33][C:34]=1[F:35])[CH2:5][N:6]1[CH2:15][CH2:14][C:13]2[C:8](=[C:9]([OH:30])[C:10](=[O:29])[N:11]3[CH2:21][CH2:20][C:19](=[O:39])[CH2:18][N:17]([CH3:27])[C:16](=[O:28])[C:12]3=2)[C:7]1=[O:31]. (6) Given the reactants [C:1]([O:5][C:6]([NH:8][C@H:9]1[C:16](=[O:17])[N:15]2[C@@H:11]([S:12][CH2:13][C@H:14]2[C:18]([O:20]C)=O)[CH2:10]1)=[O:7])([CH3:4])([CH3:3])[CH3:2].[NH3:22], predict the reaction product. The product is: [C:18]([C@@H:14]1[CH2:13][S:12][C@H:11]2[CH2:10][C@@H:9]([NH:8][C:6](=[O:7])[O:5][C:1]([CH3:2])([CH3:3])[CH3:4])[C:16](=[O:17])[N:15]12)(=[O:20])[NH2:22]. (7) Given the reactants [Cl:1][CH:2]([CH3:6])[C:3](O)=[O:4].CCN(CC)CC.CN(C(ON1N=NC2C=CC=NC1=2)=[N+](C)C)C.F[P-](F)(F)(F)(F)F.[NH2:38][C:39]1[CH:44]=[C:43]([O:45][CH2:46][C:47]2[CH:52]=[CH:51][CH:50]=[CH:49][CH:48]=2)[CH:42]=[CH:41][C:40]=1[OH:53], predict the reaction product. The product is: [CH2:46]([O:45][C:43]1[CH:42]=[CH:41][C:40]([OH:53])=[C:39]([NH:38][C:3](=[O:4])[CH:2]([Cl:1])[CH3:6])[CH:44]=1)[C:47]1[CH:48]=[CH:49][CH:50]=[CH:51][CH:52]=1.